Dataset: Catalyst prediction with 721,799 reactions and 888 catalyst types from USPTO. Task: Predict which catalyst facilitates the given reaction. (1) Reactant: [CH:1]([N:14]1[CH2:17][C:16](=[O:18])[CH2:15]1)([C:8]1[CH:13]=[CH:12][CH:11]=[CH:10][CH:9]=1)[C:2]1[CH:7]=[CH:6][CH:5]=[CH:4][CH:3]=1.[CH3:19][Mg]I.C(=O)([O-])O.[Na+]. Product: [CH:1]([N:14]1[CH2:17][C:16]([CH3:19])([OH:18])[CH2:15]1)([C:8]1[CH:13]=[CH:12][CH:11]=[CH:10][CH:9]=1)[C:2]1[CH:3]=[CH:4][CH:5]=[CH:6][CH:7]=1. The catalyst class is: 7. (2) Product: [NH:41]1[C:42]2[C:38](=[CH:37][CH:36]=[C:35]([C:2]3[N:7]=[C:6]([NH:8][CH3:9])[N:5]=[C:4]([N:10]4[C@H:15]([CH3:16])[CH2:14][CH2:13][C@H:12]([C:17]([NH:19][CH2:20][C:21]5[CH:26]=[CH:25][CH:24]=[CH:23][CH:22]=5)=[O:18])[CH2:11]4)[CH:3]=3)[CH:43]=2)[CH:39]=[N:40]1. The catalyst class is: 552. Reactant: Cl[C:2]1[N:7]=[C:6]([NH:8][CH3:9])[N:5]=[C:4]([N:10]2[C@H:15]([CH3:16])[CH2:14][CH2:13][C@H:12]([C:17]([NH:19][CH2:20][C:21]3[CH:26]=[CH:25][CH:24]=[CH:23][CH:22]=3)=[O:18])[CH2:11]2)[CH:3]=1.CC1(C)C(C)(C)OB([C:35]2[CH:43]=[C:42]3[C:38]([CH:39]=[N:40][NH:41]3)=[CH:37][CH:36]=2)O1.C1(P(C2CCCCC2)C2CCCCC2)CCCCC1.[O-]P([O-])([O-])=O.[K+].[K+].[K+]. (3) The catalyst class is: 22. Reactant: Br[CH2:2][C:3]([C:5]1[CH:10]=[CH:9][CH:8]=[C:7]([F:11])[CH:6]=1)=[O:4].[NH:12]1[CH2:17][CH2:16][CH2:15][CH2:14][CH2:13]1.CCN(C(C)C)C(C)C. Product: [F:11][C:7]1[CH:6]=[C:5]([C:3](=[O:4])[CH2:2][N:12]2[CH2:17][CH2:16][CH2:15][CH2:14][CH2:13]2)[CH:10]=[CH:9][CH:8]=1. (4) Reactant: [CH3:1][O:2][C:3](=[O:20])[C:4]1[CH:9]=[C:8]([CH:10]=[O:11])[C:7]([C:12]([F:15])([F:14])[F:13])=[CH:6][C:5]=1[NH:16]C(=O)C.C(=O)([O-])[O-].[K+].[K+].C1(C)C=CC(S([CH2:36][N+:37]#[C-:38])(=O)=O)=CC=1. Product: [CH3:1][O:2][C:3](=[O:20])[C:4]1[CH:9]=[C:8]([C:10]2[O:11][CH:38]=[N:37][CH:36]=2)[C:7]([C:12]([F:13])([F:14])[F:15])=[CH:6][C:5]=1[NH2:16]. The catalyst class is: 5. (5) Reactant: [NH2:1][C:2]1[CH:9]=[CH:8][CH:7]=[CH:6][C:3]=1[C:4]#N.Br[C:11]1[CH:16]=[CH:15][CH:14]=[CH:13][N:12]=1.C([Li])CCC.Cl.[OH-:23].[Na+]. Product: [NH2:1][C:2]1[CH:9]=[CH:8][CH:7]=[CH:6][C:3]=1[C:4]([C:11]1[CH:16]=[CH:15][CH:14]=[CH:13][N:12]=1)=[O:23]. The catalyst class is: 11. (6) Reactant: [CH3:1][NH:2][CH2:3][CH2:4][C@@H:5]([OH:12])[C:6]1[CH:11]=[CH:10][CH:9]=[CH:8][CH:7]=1.C([O-])(=O)[C@H](C1C=CC=CC=1)O.[OH-].[Na+]. Product: [CH3:1][NH:2][CH2:3][CH2:4][C@@H:5]([OH:12])[C:6]1[CH:7]=[CH:8][CH:9]=[CH:10][CH:11]=1. The catalyst class is: 11.